This data is from Catalyst prediction with 721,799 reactions and 888 catalyst types from USPTO. The task is: Predict which catalyst facilitates the given reaction. (1) Reactant: [H-].[Na+].[F:3][C:4]1[CH:5]=[C:6]2[C:10](=[CH:11][CH:12]=1)[NH:9][CH:8]=[C:7]2[CH3:13].[NH2:14]OS(O)(=O)=O. Product: [F:3][C:4]1[CH:5]=[C:6]2[C:10](=[CH:11][CH:12]=1)[N:9]([NH2:14])[CH:8]=[C:7]2[CH3:13]. The catalyst class is: 3. (2) Product: [F:30][C:21]1[CH:22]=[C:23]([S:26]([CH3:29])(=[O:28])=[O:27])[CH:24]=[CH:25][C:20]=1[NH:19][C@H:16]1[CH2:17][CH2:18][N:14]([CH:11]2[CH2:12][CH2:13][N:8]([C:5]3[N:4]=[CH:3][C:2]([S:83][CH3:82])=[CH:7][N:6]=3)[CH2:9][CH2:10]2)[C:15]1=[O:31]. Reactant: Br[C:2]1[CH:3]=[N:4][C:5]([N:8]2[CH2:13][CH2:12][CH:11]([N:14]3[CH2:18][CH2:17][C@H:16]([NH:19][C:20]4[CH:25]=[CH:24][C:23]([S:26]([CH3:29])(=[O:28])=[O:27])=[CH:22][C:21]=4[F:30])[C:15]3=[O:31])[CH2:10][CH2:9]2)=[N:6][CH:7]=1.CC1(C)C2C(=C(P(C3C=CC=CC=3)C3C=CC=CC=3)C=CC=2)OC2C(P(C3C=CC=CC=3)C3C=CC=CC=3)=CC=CC1=2.[O-]P([O-])([O-])=O.[K+].[K+].[K+].[CH3:82][S-:83].[Na+]. The catalyst class is: 101. (3) Reactant: [C:1]([O:5][C:6]([N:8]1[C:12]2[CH:13]=[CH:14][C:15]([C:17]#[N:18])=[CH:16][C:11]=2[NH:10][C:9]1=[O:19])=[O:7])([CH3:4])([CH3:3])[CH3:2].[C:20]([O:24][C:25](=[O:30])[CH:26](Br)[CH2:27][CH3:28])([CH3:23])([CH3:22])[CH3:21]. Product: [C:1]([O:5][C:6]([N:8]1[C:12]2[CH:13]=[CH:14][C:15]([C:17]#[N:18])=[CH:16][C:11]=2[N:10]([CH:26]([C:25]([O:24][C:20]([CH3:23])([CH3:22])[CH3:21])=[O:30])[CH2:27][CH3:28])[C:9]1=[O:19])=[O:7])([CH3:4])([CH3:2])[CH3:3]. The catalyst class is: 39. (4) Reactant: [NH2:1][C:2]1[S:3][CH:4]=[C:5]([CH2:7][Cl:8])[N:6]=1.CN(C)[CH:11]=[O:12].C(Cl)(Cl)=O. Product: [Cl:8][CH2:7][C:5]1[N:6]=[C:2]([N:1]=[C:11]=[O:12])[S:3][CH:4]=1. The catalyst class is: 159. (5) Reactant: [Br:1][CH2:2][CH2:3][NH:4][C:5]([C:7]1[CH:12]=[N:11][CH:10]=[CH:9][N:8]=1)=[O:6].[N:13]12[CH2:20][CH2:19][CH:16]([CH2:17][CH2:18]1)[C@@H:15]([O:21][C:22]([C:24]1([C:31]3[CH:36]=[CH:35][CH:34]=[CH:33][CH:32]=3)[CH2:30][CH2:29][CH2:28][CH2:27][CH2:26][CH2:25]1)=[O:23])[CH2:14]2. Product: [Br-:1].[C:31]1([C:24]2([C:22]([O:21][C@@H:15]3[CH:16]4[CH2:19][CH2:20][N+:13]([CH2:2][CH2:3][NH:4][C:5]([C:7]5[CH:12]=[N:11][CH:10]=[CH:9][N:8]=5)=[O:6])([CH2:18][CH2:17]4)[CH2:14]3)=[O:23])[CH2:30][CH2:29][CH2:28][CH2:27][CH2:26][CH2:25]2)[CH:32]=[CH:33][CH:34]=[CH:35][CH:36]=1. The catalyst class is: 10. (6) Product: [N:1]([C:2]1[CH:3]=[C:4]([CH:8]=[CH:9][C:10]=1[CH3:11])[C:5]([OH:7])=[O:6])=[N+:16]=[N-:17]. Reactant: [NH2:1][C:2]1[CH:3]=[C:4]([CH:8]=[CH:9][C:10]=1[CH3:11])[C:5]([OH:7])=[O:6].N([O-])=O.[Na+].[N-:16]=[N+:17]=[N-].[Na+]. The catalyst class is: 126. (7) Reactant: C(OC([NH:8][CH2:9][C@H:10]([N:15]1[CH2:20][CH2:19][N:18]([C:21]([O:23][CH2:24][C:25]2[CH:30]=[CH:29][CH:28]=[CH:27][CH:26]=2)=[O:22])[CH2:17][CH2:16]1)[C:11]([O:13][CH3:14])=[O:12])=O)(C)(C)C.[ClH:31].CO. Product: [ClH:31].[ClH:31].[NH2:8][CH2:9][CH:10]([N:15]1[CH2:16][CH2:17][N:18]([C:21]([O:23][CH2:24][C:25]2[CH:30]=[CH:29][CH:28]=[CH:27][CH:26]=2)=[O:22])[CH2:19][CH2:20]1)[C:11]([O:13][CH3:14])=[O:12]. The catalyst class is: 32. (8) Reactant: [CH3:1][O:2][C:3]([C:5]1([C:8]2[O:12][N:11]=[C:10]([C:13]3[CH:18]=[CH:17][C:16]([O:19][Si](C(C)(C)C)(C)C)=[CH:15][CH:14]=3)[C:9]=2[C:27]2[CH:32]=[CH:31][CH:30]=[CH:29][CH:28]=2)[CH2:7][CH2:6]1)=[O:4].Cl.C(=O)(O)[O-].[Na+]. Product: [CH3:1][O:2][C:3]([C:5]1([C:8]2[O:12][N:11]=[C:10]([C:13]3[CH:18]=[CH:17][C:16]([OH:19])=[CH:15][CH:14]=3)[C:9]=2[C:27]2[CH:32]=[CH:31][CH:30]=[CH:29][CH:28]=2)[CH2:6][CH2:7]1)=[O:4]. The catalyst class is: 12.